Dataset: Catalyst prediction with 721,799 reactions and 888 catalyst types from USPTO. Task: Predict which catalyst facilitates the given reaction. (1) Reactant: [CH3:1][C:2]1[CH:3]=[CH:4][C:5]([OH:24])=[C:6]([C@@H:8]([C:18]2[CH:19]=[CH:20][CH:21]=[CH:22][CH:23]=2)[CH2:9][CH2:10][N:11]([CH:15]([CH3:17])[CH3:16])[CH:12]([CH3:14])[CH3:13])[CH:7]=1.C(O)(C(O)=O)C(O)C(O)=O.O.C(=O)([O-])[O-].[Na+].[Na+].[OH-].[Na+]. Product: [CH3:1][C:2]1[CH:3]=[CH:4][C:5]([OH:24])=[C:6]([C@@H:8]([C:18]2[CH:19]=[CH:20][CH:21]=[CH:22][CH:23]=2)[CH2:9][CH2:10][N:11]([CH:12]([CH3:14])[CH3:13])[CH:15]([CH3:16])[CH3:17])[CH:7]=1. The catalyst class is: 11. (2) Reactant: C1(S([N:10]2[C:18]3[C:13](=[CH:14][CH:15]=[CH:16][CH:17]=3)[C:12]([C:19]3[C:24]([Cl:25])=[CH:23][N:22]=[C:21]([NH:26][CH:27]4[CH2:32][N:31]([CH3:33])[CH2:30][C@@H:29]([NH:34][C:35](=[O:41])[O:36][C:37]([CH3:40])([CH3:39])[CH3:38])[CH2:28]4)[N:20]=3)=[CH:11]2)(=O)=O)C=CC=CC=1.C([O-])([O-])=O.[K+].[K+].O. Product: [C:37]([O:36][C:35](=[O:41])[NH:34][C@H:29]1[CH2:28][CH:27]([NH:26][C:21]2[N:20]=[C:19]([C:12]3[C:13]4[C:18](=[CH:17][CH:16]=[CH:15][CH:14]=4)[NH:10][CH:11]=3)[C:24]([Cl:25])=[CH:23][N:22]=2)[CH2:32][N:31]([CH3:33])[CH2:30]1)([CH3:40])([CH3:39])[CH3:38]. The catalyst class is: 5. (3) Reactant: [CH3:1][O:2][C:3]([CH:5]1[CH2:9][CH:8]([N:10]=[N+]=[N-])[CH2:7][N:6]1[C:13]([O:15][C:16]([CH3:19])([CH3:18])[CH3:17])=[O:14])=[O:4]. Product: [CH3:1][O:2][C:3]([CH:5]1[CH2:9][CH:8]([NH2:10])[CH2:7][N:6]1[C:13]([O:15][C:16]([CH3:19])([CH3:18])[CH3:17])=[O:14])=[O:4]. The catalyst class is: 13. (4) Reactant: [S:1]1[CH2:6][CH2:5][CH:4]([OH:7])[CH2:3][CH2:2]1.[H-].[Na+].[Br:10][C:11]1[CH:12]=[CH:13][C:14](F)=[C:15]([CH:18]=1)[C:16]#[N:17]. Product: [Br:10][C:11]1[CH:12]=[CH:13][C:14]([O:7][CH:4]2[CH2:5][CH2:6][S:1][CH2:2][CH2:3]2)=[C:15]([CH:18]=1)[C:16]#[N:17]. The catalyst class is: 9. (5) Reactant: C1(P(C2C=CC=CC=2)C2C=CC=CC=2)C=CC=CC=1.CC(OC(/N=N/C(OC(C)C)=O)=O)C.[F:34][C:35]([F:46])([F:45])[C:36]([NH:38][C:39]1[CH:43]=[CH:42][S:41][C:40]=1[I:44])=[O:37].[C:47]([O:51][C:52]([N:54]1[CH2:59][CH:58]=[C:57]([CH2:60]O)[CH2:56][CH2:55]1)=[O:53])([CH3:50])([CH3:49])[CH3:48]. Product: [C:47]([O:51][C:52]([N:54]1[CH2:55][CH:56]=[C:57]([CH2:60][N:38]([C:39]2[CH:43]=[CH:42][S:41][C:40]=2[I:44])[C:36](=[O:37])[C:35]([F:34])([F:45])[F:46])[CH2:58][CH2:59]1)=[O:53])([CH3:50])([CH3:48])[CH3:49]. The catalyst class is: 7. (6) Product: [CH3:30][O:29][C:26]1[CH:27]=[CH:28][C:23]([CH2:22][N:11]2[CH:12]=[C:13]([C:14]([O:16][CH2:17][CH3:18])=[O:15])[C:9]([C:8]([F:7])([F:19])[F:20])=[N:10]2)=[CH:24][CH:25]=1. Reactant: C([O-])([O-])=O.[K+].[K+].[F:7][C:8]([F:20])([F:19])[C:9]1[C:13]([C:14]([O:16][CH2:17][CH3:18])=[O:15])=[CH:12][NH:11][N:10]=1.Br[CH2:22][C:23]1[CH:28]=[CH:27][C:26]([O:29][CH3:30])=[CH:25][CH:24]=1. The catalyst class is: 21.